This data is from Reaction yield outcomes from USPTO patents with 853,638 reactions. The task is: Predict the reaction yield, written as a fraction of the theoretical maximum amount of product (1.0 means a 100% yield; for example, 0.34 means a 34% yield). (1) The reactants are [C:1]([O:4][CH:5]1[CH2:10][CH2:9][CH:8]([C:11](=[O:15])[CH:12]=[N+]=[N-])[CH2:7][CH2:6]1)(=[O:3])[CH3:2].[BrH:16]. The catalyst is C(O)(=O)C. The product is [C:1]([O:4][CH:5]1[CH2:10][CH2:9][CH:8]([C:11](=[O:15])[CH2:12][Br:16])[CH2:7][CH2:6]1)(=[O:3])[CH3:2]. The yield is 0.540. (2) The product is [CH3:7][C:4]1[S:3][C:2](=[NH:1])[N:6]([CH2:9][CH:10]2[CH2:14][CH2:13][CH2:12][O:11]2)[CH:5]=1. The reactants are [NH2:1][C:2]1[S:3][C:4]([CH3:7])=[CH:5][N:6]=1.Br[CH2:9][CH:10]1[CH2:14][CH2:13][CH2:12][O:11]1. No catalyst specified. The yield is 0.860.